This data is from Full USPTO retrosynthesis dataset with 1.9M reactions from patents (1976-2016). The task is: Predict the reactants needed to synthesize the given product. Given the product [N:14]1([C:12]2[N:13]=[C:8]([CH2:36][CH2:35][CH2:34][NH2:40])[C:9]3[S:33][CH2:32][CH2:31][C:10]=3[N:11]=2)[CH2:15][CH2:16][NH:17][CH2:18][CH2:19]1, predict the reactants needed to synthesize it. The reactants are: C1(N[C:8]2[C:9]3[S:33][CH2:32][CH2:31][C:10]=3[N:11]=[C:12]([N:14]3[CH2:19][CH2:18][N:17](C4C=CC(C(OCC)=O)=CC=4)[CH2:16][CH2:15]3)[N:13]=2)CCCCC1.[C:34]1([N:40]=C=O)C=CC=[CH:36][CH:35]=1.